The task is: Predict the product of the given reaction.. This data is from Forward reaction prediction with 1.9M reactions from USPTO patents (1976-2016). (1) Given the reactants [ClH:1].[N:2]12[CH2:11][CH:6]3[CH2:7][CH:8]([CH2:10][CH:4]([C@@H:5]3[NH2:12])[CH2:3]1)[CH2:9]2.[NH:13]1[C:21]2[C:16](=[CH:17][CH:18]=[C:19]([C:22](O)=[O:23])[CH:20]=2)[CH:15]=[CH:14]1.N, predict the reaction product. The product is: [ClH:1].[N:2]12[CH2:11][CH:6]3[CH2:7][CH:8]([CH2:10][CH:4]([C@@H:5]3[NH:12][C:22]([C:19]3[CH:20]=[C:21]4[C:16]([CH:15]=[CH:14][NH:13]4)=[CH:17][CH:18]=3)=[O:23])[CH2:3]1)[CH2:9]2. (2) Given the reactants COC([CH:5]1[C:13]2[C:8](=[CH:9][CH:10]=[C:11]([F:14])[CH:12]=2)[NH:7][C:6]1=[O:15])=O.Cl.[OH-].[K+], predict the reaction product. The product is: [F:14][C:11]1[CH:12]=[C:13]2[C:8](=[CH:9][CH:10]=1)[NH:7][C:6](=[O:15])[CH2:5]2. (3) Given the reactants [Na].[CH3:2][OH:3].Cl[C:5]1[N:12]=[CH:11][CH:10]=[CH:9][C:6]=1[C:7]#[N:8], predict the reaction product. The product is: [CH3:2][O:3][C:5]1[N:12]=[CH:11][CH:10]=[CH:9][C:6]=1[C:7]#[N:8]. (4) The product is: [ClH:27].[ClH:27].[NH:9]1[C:10]2[C:15](=[CH:14][CH:13]=[CH:12][CH:11]=2)[CH:6]([NH:5][O:4][CH2:3][C:2]([O:23][CH2:24][CH:25]=[CH2:26])=[O:1])[CH2:7][NH:8]1. Given the reactants [O:1]=[C:2]([O:23][CH2:24][CH:25]=[CH2:26])[CH2:3][O:4][NH:5][CH:6]1[C:15]2[C:10](=[CH:11][CH:12]=[CH:13][CH:14]=2)[NH:9][N:8](C(OC(C)(C)C)=O)[CH2:7]1.[ClH:27], predict the reaction product. (5) Given the reactants [S:1]1[CH:5]=[CH:4][CH:3]=[C:2]1[C:6]([OH:8])=O.[CH2:9]([NH:11][CH2:12][C:13]([CH2:19][NH:20][C:21]1[CH:29]=[C:28]([CH3:30])[CH:27]=[C:26]2[C:22]=1[CH:23]=[N:24][N:25]2[C:31]1[CH:36]=[CH:35][C:34]([F:37])=[CH:33][CH:32]=1)([OH:18])[C:14]([F:17])([F:16])[F:15])[CH3:10], predict the reaction product. The product is: [CH2:9]([N:11]([CH2:12][C:13]([CH2:19][NH:20][C:21]1[CH:29]=[C:28]([CH3:30])[CH:27]=[C:26]2[C:22]=1[CH:23]=[N:24][N:25]2[C:31]1[CH:32]=[CH:33][C:34]([F:37])=[CH:35][CH:36]=1)([OH:18])[C:14]([F:16])([F:17])[F:15])[C:6]([C:2]1[S:1][CH:5]=[CH:4][CH:3]=1)=[O:8])[CH3:10].